This data is from Full USPTO retrosynthesis dataset with 1.9M reactions from patents (1976-2016). The task is: Predict the reactants needed to synthesize the given product. Given the product [NH2:10][C:4]1[C:3]([O:2][CH3:1])=[CH:8][CH:7]=[C:6]([CH3:9])[N:5]=1, predict the reactants needed to synthesize it. The reactants are: [CH3:1][O:2][C:3]1[C:4]([N+:10]([O-])=O)=[N:5][C:6]([CH3:9])=[CH:7][CH:8]=1.